This data is from Forward reaction prediction with 1.9M reactions from USPTO patents (1976-2016). The task is: Predict the product of the given reaction. (1) Given the reactants [CH3:1][C:2]1[CH:7]=[CH:6][C:5]([NH2:8])=[C:4]([N+:9]([O-:11])=[O:10])[CH:3]=1.[I:12]I, predict the reaction product. The product is: [NH2:8][C:5]1[C:4]([N+:9]([O-:11])=[O:10])=[CH:3][C:2]([CH3:1])=[CH:7][C:6]=1[I:12]. (2) Given the reactants [F:1][C:2]([F:30])([F:29])[C:3]1[CH:4]=[C:5]([CH:26]=[CH:27][CH:28]=1)[CH2:6][NH:7][C:8](=[O:25])[C:9]1[CH:14]=[CH:13][N:12]=[C:11]([C:15]2[CH:20]=[C:19]([S:21][CH2:22][CH3:23])[CH:18]=[CH:17][C:16]=2[NH2:24])[CH:10]=1.[C:31]([O:35][C:36](=[O:50])[CH2:37][CH2:38][S:39][CH2:40][C:41]1[CH:42]=[C:43]([CH:47]=[CH:48][CH:49]=1)[C:44](O)=[O:45])([CH3:34])([CH3:33])[CH3:32].CCN=C=NCCCN(C)C.Cl, predict the reaction product. The product is: [F:30][C:2]([F:1])([F:29])[C:3]1[CH:4]=[C:5]([CH:26]=[CH:27][CH:28]=1)[CH2:6][NH:7][C:8]([C:9]1[CH:14]=[CH:13][N:12]=[C:11]([C:15]2[CH:20]=[C:19]([S:21][CH2:22][CH3:23])[CH:18]=[CH:17][C:16]=2[NH:24][C:44]([C:43]2[CH:42]=[C:41]([CH:49]=[CH:48][CH:47]=2)[CH2:40][S:39][CH2:38][CH2:37][C:36]([O:35][C:31]([CH3:34])([CH3:32])[CH3:33])=[O:50])=[O:45])[CH:10]=1)=[O:25]. (3) Given the reactants [NH2:1][C:2]1[CH:7]=[C:6]([C:8]([O:10][CH3:11])=[O:9])[C:5]([F:12])=[CH:4][C:3]=1[NH:13][CH:14]1[CH2:19][CH2:18][N:17]([C:20]([O:22][C:23]([CH3:26])([CH3:25])[CH3:24])=[O:21])[CH2:16][CH2:15]1.[C:27](N1C=CN=C1)(N1C=CN=C1)=[O:28], predict the reaction product. The product is: [C:23]([O:22][C:20]([N:17]1[CH2:18][CH2:19][CH:14]([N:13]2[C:3]3[CH:4]=[C:5]([F:12])[C:6]([C:8]([O:10][CH3:11])=[O:9])=[CH:7][C:2]=3[NH:1][C:27]2=[O:28])[CH2:15][CH2:16]1)=[O:21])([CH3:26])([CH3:25])[CH3:24]. (4) Given the reactants Cl.Cl[CH2:3][C:4]1[N:16]=[C:15]2[N:6]([C:7]([NH2:22])=[N:8][C:9]3[C:14]2=[CH:13][CH:12]=[C:11]2[O:17][C:18]([F:21])([F:20])[O:19][C:10]=32)[N:5]=1.Cl.[F:24][C:25]1[CH:30]=[CH:29][C:28]([N:31]2[CH2:38][C:35]3([CH2:37][CH2:36]3)[NH:34][CH2:33][CH2:32]2)=[CH:27][CH:26]=1.C(N(CC)C(C)C)(C)C.[I-].[K+].C(=O)([O-])O.[Na+], predict the reaction product. The product is: [F:20][C:18]1([F:21])[O:17][C:11]2=[CH:12][CH:13]=[C:14]3[C:9]([N:8]=[C:7]([NH2:22])[N:6]4[N:5]=[C:4]([CH2:3][N:34]5[CH2:33][CH2:32][N:31]([C:28]6[CH:29]=[CH:30][C:25]([F:24])=[CH:26][CH:27]=6)[CH2:38][C:35]65[CH2:37][CH2:36]6)[N:16]=[C:15]34)=[C:10]2[O:19]1. (5) The product is: [OH:17][C:2]1[CH:11]=[CH:10][C:9]2[C:4](=[CH:5][CH:6]=[C:7]([N+:12]([O-:14])=[O:13])[CH:8]=2)[N:3]=1. Given the reactants Cl[C:2]1[CH:11]=[CH:10][C:9]2[C:4](=[CH:5][CH:6]=[C:7]([N+:12]([O-:14])=[O:13])[CH:8]=2)[N:3]=1.C(O)(=[O:17])C, predict the reaction product. (6) Given the reactants [OH-].[K+].[F:3][C:4]1[CH:12]=[CH:11][CH:10]=[C:9]2[C:5]=1[C:6]([NH2:13])=[N:7][NH:8]2.[C:14]([C:16]1[CH:17]=[C:18]([CH:21]=[CH:22][CH:23]=1)[CH2:19]Br)#[N:15].O, predict the reaction product. The product is: [NH2:13][C:6]1[C:5]2[C:9](=[CH:10][CH:11]=[CH:12][C:4]=2[F:3])[N:8]([CH2:19][C:18]2[CH:17]=[C:16]([CH:23]=[CH:22][CH:21]=2)[C:14]#[N:15])[N:7]=1. (7) Given the reactants Cl[C:2]1[N:11]=[CH:10][C:9]2[N:8]3[CH:12]=[N:13][C:14]([C:15]([O:17][CH2:18][CH3:19])=[O:16])=[C:7]3[C@@H:6]([CH3:20])[N:5]([CH:21]3[CH2:25][CH2:24][CH2:23][CH2:22]3)[C:4]=2[N:3]=1.[NH2:26][C:27]1[CH:35]=[CH:34][C:30]([C:31]([OH:33])=[O:32])=[CH:29][C:28]=1[O:36][CH3:37], predict the reaction product. The product is: [CH:21]1([N:5]2[C:4]3[N:3]=[C:2]([NH:26][C:27]4[CH:35]=[CH:34][C:30]([C:31]([OH:33])=[O:32])=[CH:29][C:28]=4[O:36][CH3:37])[N:11]=[CH:10][C:9]=3[N:8]3[CH:12]=[N:13][C:14]([C:15]([O:17][CH2:18][CH3:19])=[O:16])=[C:7]3[C@H:6]2[CH3:20])[CH2:25][CH2:24][CH2:23][CH2:22]1.